Dataset: Full USPTO retrosynthesis dataset with 1.9M reactions from patents (1976-2016). Task: Predict the reactants needed to synthesize the given product. (1) Given the product [CH3:11][N:12]1[C:1](=[O:10])[C:2]2[C:3](=[CH:5][CH:6]=[CH:7][CH:8]=2)[N:4]=[C:13]1[C:14]1[CH:19]=[CH:18][C:17]([O:20][CH2:21][CH2:30][CH2:29][N:28]2[CH2:33][CH2:32][CH2:26][CH2:25][CH2:24]2)=[CH:16][CH:15]=1, predict the reactants needed to synthesize it. The reactants are: [C:1]([OH:10])(=O)[C:2]1[C:3](=[CH:5][CH:6]=[CH:7][CH:8]=1)[NH2:4].[CH3:11][NH2:12].[CH:13](=O)[C:14]1[CH:19]=[CH:18][C:17]([O:20][CH3:21])=[CH:16][CH:15]=1.Cl[CH2:24][CH2:25][CH2:26]Br.[NH:28]1[CH2:33][CH2:32]C[CH2:30][CH2:29]1. (2) The reactants are: [CH:1]1[C:13]2[CH:12]([CH2:14][O:15][C:16]([NH:18][C@@H:19]([CH:70]([CH3:72])[CH3:71])[C:20]([NH:22][C@@H:23]([CH3:69])[C:24]([NH:26][C:27]3[CH:32]=[CH:31][C:30]([C:33]4[CH2:34][CH:35]5[C@H:41]([OH:42])[N:40]([C:43]([O:45][C:46]([CH3:49])([CH3:48])[CH3:47])=[O:44])[C:39]6[CH:50]=[C:51]([O:56][Si:57]([CH:64]([CH3:66])[CH3:65])([CH:61]([CH3:63])[CH3:62])[CH:58]([CH3:60])[CH3:59])[C:52]([O:54][CH3:55])=[CH:53][C:38]=6[C:37](=[O:67])[N:36]5[CH:68]=4)=[CH:29][CH:28]=3)=[O:25])=[O:21])=[O:17])[C:11]3[C:6](=[CH:7][CH:8]=[CH:9][CH:10]=3)[C:5]=2[CH:4]=[CH:3][CH:2]=1.N1C(C)=CC=CC=1C.[Si:81](OS(C(F)(F)F)(=O)=O)([C:84]([CH3:87])([CH3:86])[CH3:85])([CH3:83])[CH3:82]. Given the product [CH:10]1[C:11]2[CH:12]([CH2:14][O:15][C:16]([NH:18][C@@H:19]([CH:70]([CH3:72])[CH3:71])[C:20]([NH:22][C@@H:23]([CH3:69])[C:24]([NH:26][C:27]3[CH:28]=[CH:29][C:30]([C:33]4[CH2:34][CH:35]5[C@H:41]([O:42][Si:81]([C:84]([CH3:87])([CH3:86])[CH3:85])([CH3:83])[CH3:82])[N:40]([C:43]([O:45][C:46]([CH3:47])([CH3:48])[CH3:49])=[O:44])[C:39]6[CH:50]=[C:51]([O:56][Si:57]([CH:58]([CH3:59])[CH3:60])([CH:61]([CH3:62])[CH3:63])[CH:64]([CH3:66])[CH3:65])[C:52]([O:54][CH3:55])=[CH:53][C:38]=6[C:37](=[O:67])[N:36]5[CH:68]=4)=[CH:31][CH:32]=3)=[O:25])=[O:21])=[O:17])[C:13]3[C:5](=[CH:4][CH:3]=[CH:2][CH:1]=3)[C:6]=2[CH:7]=[CH:8][CH:9]=1, predict the reactants needed to synthesize it. (3) Given the product [CH3:1][O:2][C:3](=[O:4])[NH:5][C@@H:6]([CH:7]([CH3:9])[CH3:8])[C:10]([N:12]1[C@@H:16]([CH3:17])[CH2:15][CH2:14][C@H:13]1[C:18]1[NH:22][C:21]2[C:23]3[C:28]([CH:29]=[CH:30][C:20]=2[N:19]=1)=[CH:27][C:26]1[C:31]2[C:36]([CH2:37][O:38][C:25]=1[CH:24]=3)=[CH:35][C:34]([C:39]1[NH:43][C:42]([C@@H:44]3[CH2:48][C@H:47]([CH2:49][O:50][CH3:51])[CH2:46][N:45]3[C:52](=[O:53])[C@@H:62]([NH:66][C:67]([O:69][CH3:70])=[O:68])[C@@H:61]([O:60][CH3:59])[CH3:71])=[N:41][CH:40]=1)=[CH:33][CH:32]=2)=[O:11], predict the reactants needed to synthesize it. The reactants are: [CH3:1][O:2][C:3]([NH:5][C@H:6]([C:10]([N:12]1[C@@H:16]([CH3:17])[CH2:15][CH2:14][C@H:13]1[C:18]1[NH:22][C:21]2[C:23]3[C:28]([CH:29]=[CH:30][C:20]=2[N:19]=1)=[CH:27][C:26]1[C:31]2[C:36]([CH2:37][O:38][C:25]=1[CH:24]=3)=[CH:35][C:34]([C:39]1[NH:43][C:42]([C@@H:44]3[CH2:48][C@H:47]([CH2:49][O:50][CH3:51])[CH2:46][N:45]3[C:52](OC(C)(C)C)=[O:53])=[N:41][CH:40]=1)=[CH:33][CH:32]=2)=[O:11])[CH:7]([CH3:9])[CH3:8])=[O:4].[CH3:59][O:60][C@H:61]([CH3:71])[C@H:62]([NH:66][C:67]([O:69][CH3:70])=[O:68])C(O)=O.CN(C(ON1N=NC2C=CC=NC1=2)=[N+](C)C)C.F[P-](F)(F)(F)(F)F.CN1CCOCC1. (4) Given the product [CH3:1][C:2]1[NH:11][C:5]2=[N:6][CH:7]=[C:8]([NH:10][C:16](=[O:17])[C:15]3[C:19]([F:30])=[CH:20][CH:21]=[C:22]([NH:23][S:24]([CH2:27][CH2:28][CH3:29])(=[O:26])=[O:25])[C:14]=3[F:13])[CH:9]=[C:4]2[C:3]=1[CH3:12], predict the reactants needed to synthesize it. The reactants are: [CH3:1][C:2]1[NH:11][C:5]2=[N:6][CH:7]=[C:8]([NH2:10])[CH:9]=[C:4]2[C:3]=1[CH3:12].[F:13][C:14]1[C:22]([NH:23][S:24]([CH2:27][CH2:28][CH3:29])(=[O:26])=[O:25])=[CH:21][CH:20]=[C:19]([F:30])[C:15]=1[C:16](O)=[O:17].CCN=C=NCCCN(C)C.C1C=CC2N(O)N=NC=2C=1. (5) The reactants are: [OH:1][C@@H:2]([CH2:30][OH:31])[CH2:3][CH2:4][O:5][C:6]1[CH:14]=[C:13]([F:15])[CH:12]=[C:11]([NH:16][C:17]2[CH:22]=[CH:21][C:20]([C:23]#[C:24][Si](C)(C)C)=[CH:19][C:18]=2[F:29])[C:7]=1[C:8]([NH2:10])=[O:9].CCCC[N+](CCCC)(CCCC)CCCC.[F-]. Given the product [OH:1][C@@H:2]([CH2:30][OH:31])[CH2:3][CH2:4][O:5][C:6]1[CH:14]=[C:13]([F:15])[CH:12]=[C:11]([NH:16][C:17]2[CH:22]=[CH:21][C:20]([C:23]#[CH:24])=[CH:19][C:18]=2[F:29])[C:7]=1[C:8]([NH2:10])=[O:9], predict the reactants needed to synthesize it. (6) Given the product [ClH:32].[NH2:5][CH:9]1[CH2:10][CH2:11][N:12]([CH2:15][CH2:16][C:17]2[C:26]3[N:25]([CH3:27])[C:24](=[O:28])[CH:23]=[CH:22][C:21]=3[N:20]=[CH:19][C:18]=2[C:29]#[N:30])[CH2:13][CH2:14]1, predict the reactants needed to synthesize it. The reactants are: CC([N:5]([CH:9]1[CH2:14][CH2:13][N:12]([CH2:15][CH2:16][C:17]2[C:26]3[N:25]([CH3:27])[C:24](=[O:28])[CH:23]=[CH:22][C:21]=3[N:20]=[CH:19][C:18]=2[C:29]#[N:30])[CH2:11][CH2:10]1)C(=O)[O-])(C)C.C(Cl)(Cl)[Cl:32].Cl. (7) Given the product [Cl:11][CH2:12][C:13]1[N:8]=[C:6]([C:5]2[CH:9]=[CH:10][C:2]([Cl:1])=[CH:3][CH:4]=2)[S:7][CH:15]=1, predict the reactants needed to synthesize it. The reactants are: [Cl:1][C:2]1[CH:10]=[CH:9][C:5]([C:6]([NH2:8])=[S:7])=[CH:4][CH:3]=1.[Cl:11][CH2:12][C:13]([CH2:15]Cl)=O.